Task: Predict the reactants needed to synthesize the given product.. Dataset: Full USPTO retrosynthesis dataset with 1.9M reactions from patents (1976-2016) (1) Given the product [OH:4][C:5]1[CH:6]=[CH:7][C:8]2[C@@H:9]3[C@@H:17]([C@H:18]([CH2:22][CH2:23][CH2:24][CH2:25][O:26][CH2:27][CH2:28][O:29][CH2:30][CH2:31][O:32][CH2:33][CH2:34][O:35][CH2:36][C:37]([OH:39])=[O:38])[CH2:19][C:20]=2[CH:21]=1)[C@H:16]1[C@@:12]([CH3:48])([C@@H:13]([OH:44])[CH2:14][CH2:15]1)[CH2:11][CH2:10]3, predict the reactants needed to synthesize it. The reactants are: COC[O:4][C:5]1[CH:6]=[CH:7][C:8]2[C@@H:9]3[C@@H:17]([C@H:18]([CH2:22][CH2:23][CH2:24][CH2:25][O:26][CH2:27][CH2:28][O:29][CH2:30][CH2:31][O:32][CH2:33][CH2:34][O:35][CH2:36][C:37]([O:39]C(C)(C)C)=[O:38])[CH2:19][C:20]=2[CH:21]=1)[C@H:16]1[C@@:12]([CH3:48])([C@@H:13]([O:44]COC)[CH2:14][CH2:15]1)[CH2:11][CH2:10]3.Cl. (2) Given the product [ClH:37].[ClH:1].[NH:2]1[C:6]2=[N:7][CH:8]=[CH:9][C:10]([O:11][C:12]3[CH:17]=[CH:16][C:15]([NH:18][C:38]4[N:47]=[CH:46][C:45]([Cl:1])=[CH:44][C:39]=4[C:40]([NH:42][CH3:43])=[O:41])=[CH:14][C:13]=3[F:36])=[C:5]2[CH:4]=[CH:3]1, predict the reactants needed to synthesize it. The reactants are: [ClH:1].[NH:2]1[C:6]2=[N:7][CH:8]=[CH:9][C:10]([O:11][C:12]3[CH:17]=[CH:16][C:15]([NH:18]C4C(C(NC5C=CC(F)=CC=5F)=O)=CN=CC=4)=[CH:14][C:13]=3[F:36])=[C:5]2[CH:4]=[CH:3]1.[Cl:37][C:38]1[N:47]=[CH:46][CH:45]=[CH:44][C:39]=1[C:40]([NH:42][CH3:43])=[O:41].Cl.O1CCOCC1.C([O-])(O)=O.[Na+]. (3) Given the product [Cl:1][C:2]1[CH:10]=[C:9]2[C:5]([C:6]([C:11]([N:13]3[CH2:14][CH2:15][CH:16]([C:19]4[C:24]([O:25][CH3:26])=[CH:23][CH:22]=[CH:21][C:20]=4[O:27][CH3:28])[CH2:17][CH2:18]3)=[O:12])=[CH:7][N:8]2[CH2:30][C:31]([N:33]([CH3:35])[CH3:34])=[O:32])=[CH:4][CH:3]=1, predict the reactants needed to synthesize it. The reactants are: [Cl:1][C:2]1[CH:10]=[C:9]2[C:5]([C:6]([C:11]([N:13]3[CH2:18][CH2:17][CH:16]([C:19]4[C:24]([O:25][CH3:26])=[CH:23][CH:22]=[CH:21][C:20]=4[O:27][CH3:28])[CH2:15][CH2:14]3)=[O:12])=[CH:7][NH:8]2)=[CH:4][CH:3]=1.Cl[CH2:30][C:31]([N:33]([CH3:35])[CH3:34])=[O:32]. (4) Given the product [C:10]([C:9]1[CH2:14][C:3]([C:4]#[N:5])=[C:2]([CH3:1])[NH:6][C:8]=1[CH3:7])(=[O:12])[CH3:11], predict the reactants needed to synthesize it. The reactants are: [CH3:1]/[C:2](/[NH2:6])=[CH:3]\[C:4]#[N:5].[CH3:7][C:8](=O)[CH2:9][C:10](=[O:12])[CH3:11].[CH2:14]=O. (5) Given the product [NH2:17][C:14]1[CH:13]=[CH:12][C:11]([CH2:10][CH2:9][NH:8][C:6]([O:5][C:1]([CH3:4])([CH3:3])[CH3:2])=[O:7])=[CH:16][CH:15]=1, predict the reactants needed to synthesize it. The reactants are: [C:1]([O:5][C:6]([NH:8][CH2:9][CH2:10][C:11]1[CH:16]=[CH:15][C:14]([N+:17]([O-])=O)=[CH:13][CH:12]=1)=[O:7])([CH3:4])([CH3:3])[CH3:2].[NH4+].[Cl-]. (6) Given the product [Cl:13][C:14]1[CH:15]=[C:16]([C:21]2[NH:12][C:11]3[N:10]([N:9]=[CH:8][C:7]=3[C:6]3[N:2]([CH3:1])[N:3]=[CH:4][CH:5]=3)[C:23](=[O:24])[CH:22]=2)[CH:17]=[CH:18][C:19]=1[Cl:20], predict the reactants needed to synthesize it. The reactants are: [CH3:1][N:2]1[C:6]([C:7]2[CH:8]=[N:9][NH:10][C:11]=2[NH2:12])=[CH:5][CH:4]=[N:3]1.[Cl:13][C:14]1[CH:15]=[C:16]([C:21](=O)[CH2:22][C:23](OCC)=[O:24])[CH:17]=[CH:18][C:19]=1[Cl:20].CC1C=CC(S(O)(=O)=O)=CC=1. (7) Given the product [O:4]=[C:5]1[CH2:10][CH2:9][CH:8]([CH2:11][NH:12][C:13](=[O:22])[O:14][CH2:15][C:16]2[CH:17]=[CH:18][CH:19]=[CH:20][CH:21]=2)[CH2:7][CH2:6]1, predict the reactants needed to synthesize it. The reactants are: O1[C:5]2([CH2:10][CH2:9][CH:8]([CH2:11][NH:12][C:13](=[O:22])[O:14][CH2:15][C:16]3[CH:21]=[CH:20][CH:19]=[CH:18][CH:17]=3)[CH2:7][CH2:6]2)[O:4]CC1.Cl.